From a dataset of Catalyst prediction with 721,799 reactions and 888 catalyst types from USPTO. Predict which catalyst facilitates the given reaction. Reactant: [C:1]([O:5][C:6]([N:8]1[CH2:13][CH:12]=[C:11]([C:14]2[NH:23][C:17]3[N:18]=[CH:19][N:20]=[C:21](Cl)[C:16]=3[CH:15]=2)[CH2:10][CH2:9]1)=[O:7])([CH3:4])([CH3:3])[CH3:2].C(OC([N:31]1[C:39]2[C:34](=[CH:35][C:36]([NH2:40])=[CH:37][CH:38]=2)[C:33]([O:41][CH3:42])=[N:32]1)=O)(C)(C)C.C(OC(OC(OC(C)(C)C)=O)=O)(C)(C)C.C(N(CC)C(C)C)(C)C.N.[OH-].[Na+].[NH4+].[Cl-]. Product: [C:1]([O:5][C:6]([N:8]1[CH2:13][CH:12]=[C:11]([C:14]2[NH:23][C:17]3[N:18]=[CH:19][N:20]=[C:21]([NH:40][C:36]4[CH:35]=[C:34]5[C:39](=[CH:38][CH:37]=4)[NH:31][N:32]=[C:33]5[O:41][CH3:42])[C:16]=3[CH:15]=2)[CH2:10][CH2:9]1)=[O:7])([CH3:4])([CH3:3])[CH3:2]. The catalyst class is: 252.